From a dataset of NCI-60 drug combinations with 297,098 pairs across 59 cell lines. Regression. Given two drug SMILES strings and cell line genomic features, predict the synergy score measuring deviation from expected non-interaction effect. (1) Drug 1: C1=CC(=C2C(=C1NCCNCCO)C(=O)C3=C(C=CC(=C3C2=O)O)O)NCCNCCO. Drug 2: CNC(=O)C1=NC=CC(=C1)OC2=CC=C(C=C2)NC(=O)NC3=CC(=C(C=C3)Cl)C(F)(F)F. Cell line: K-562. Synergy scores: CSS=80.0, Synergy_ZIP=4.60, Synergy_Bliss=3.22, Synergy_Loewe=2.46, Synergy_HSA=5.63. (2) Drug 1: C1CCN(CC1)CCOC2=CC=C(C=C2)C(=O)C3=C(SC4=C3C=CC(=C4)O)C5=CC=C(C=C5)O. Drug 2: CC1=C(C(CCC1)(C)C)C=CC(=CC=CC(=CC(=O)O)C)C. Cell line: MDA-MB-435. Synergy scores: CSS=-8.03, Synergy_ZIP=4.52, Synergy_Bliss=3.57, Synergy_Loewe=-2.94, Synergy_HSA=-3.91. (3) Drug 1: C1CCC(CC1)NC(=O)N(CCCl)N=O. Drug 2: C1=NC2=C(N1)C(=S)N=C(N2)N. Cell line: HCC-2998. Synergy scores: CSS=33.9, Synergy_ZIP=-0.324, Synergy_Bliss=0.220, Synergy_Loewe=-27.9, Synergy_HSA=-0.584. (4) Synergy scores: CSS=26.7, Synergy_ZIP=-0.550, Synergy_Bliss=-1.09, Synergy_Loewe=-2.57, Synergy_HSA=-0.901. Drug 1: COC1=C(C=C2C(=C1)N=CN=C2NC3=CC(=C(C=C3)F)Cl)OCCCN4CCOCC4. Cell line: UO-31. Drug 2: CC(C)CN1C=NC2=C1C3=CC=CC=C3N=C2N. (5) Drug 1: CC1=C(C=C(C=C1)NC(=O)C2=CC=C(C=C2)CN3CCN(CC3)C)NC4=NC=CC(=N4)C5=CN=CC=C5. Drug 2: CC1C(C(CC(O1)OC2CC(OC(C2O)C)OC3=CC4=CC5=C(C(=O)C(C(C5)C(C(=O)C(C(C)O)O)OC)OC6CC(C(C(O6)C)O)OC7CC(C(C(O7)C)O)OC8CC(C(C(O8)C)O)(C)O)C(=C4C(=C3C)O)O)O)O. Cell line: EKVX. Synergy scores: CSS=32.1, Synergy_ZIP=6.62, Synergy_Bliss=6.63, Synergy_Loewe=-19.6, Synergy_HSA=3.97. (6) Drug 1: COC1=C(C=C2C(=C1)N=CN=C2NC3=CC(=C(C=C3)F)Cl)OCCCN4CCOCC4. Drug 2: CCN(CC)CCCC(C)NC1=C2C=C(C=CC2=NC3=C1C=CC(=C3)Cl)OC. Cell line: NCI-H322M. Synergy scores: CSS=54.3, Synergy_ZIP=2.14, Synergy_Bliss=1.48, Synergy_Loewe=4.03, Synergy_HSA=6.67. (7) Drug 1: C1CC(C1)(C(=O)O)C(=O)O.[NH2-].[NH2-].[Pt+2]. Drug 2: CC1=C2C(C(=O)C3(C(CC4C(C3C(C(C2(C)C)(CC1OC(=O)C(C(C5=CC=CC=C5)NC(=O)OC(C)(C)C)O)O)OC(=O)C6=CC=CC=C6)(CO4)OC(=O)C)O)C)O. Cell line: SN12C. Synergy scores: CSS=8.18, Synergy_ZIP=-2.93, Synergy_Bliss=0.142, Synergy_Loewe=-0.174, Synergy_HSA=-2.54. (8) Drug 1: C1=C(C(=O)NC(=O)N1)F. Drug 2: CC1=C2C(C(=O)C3(C(CC4C(C3C(C(C2(C)C)(CC1OC(=O)C(C(C5=CC=CC=C5)NC(=O)OC(C)(C)C)O)O)OC(=O)C6=CC=CC=C6)(CO4)OC(=O)C)O)C)O. Cell line: HCC-2998. Synergy scores: CSS=36.0, Synergy_ZIP=-10.3, Synergy_Bliss=-11.9, Synergy_Loewe=-5.65, Synergy_HSA=-5.06. (9) Drug 1: C(=O)(N)NO. Drug 2: C(CCl)NC(=O)N(CCCl)N=O. Cell line: LOX IMVI. Synergy scores: CSS=30.3, Synergy_ZIP=4.77, Synergy_Bliss=4.07, Synergy_Loewe=-5.46, Synergy_HSA=5.93.